Dataset: Forward reaction prediction with 1.9M reactions from USPTO patents (1976-2016). Task: Predict the product of the given reaction. (1) Given the reactants [F:1][C:2]1[CH:7]=[CH:6][C:5]([C:8]2[O:9][C:10]3[CH:20]=[C:19]([CH2:21][C:22]([OH:24])=[O:23])[C:18]([O:25][CH:26]([CH3:28])[CH3:27])=[CH:17][C:11]=3[C:12]=2[C:13](=[O:16])[NH:14][CH3:15])=[CH:4][CH:3]=1.N[C:30](=O)CC1C(OC(C)C)=CC2C(C(NC)=O)=C(C3C=CC(F)=CC=3)OC=2C=1.Cl, predict the reaction product. The product is: [F:1][C:2]1[CH:3]=[CH:4][C:5]([C:8]2[O:9][C:10]3[CH:20]=[C:19]([CH2:21][C:22]([O:24][CH3:30])=[O:23])[C:18]([O:25][CH:26]([CH3:28])[CH3:27])=[CH:17][C:11]=3[C:12]=2[C:13](=[O:16])[NH:14][CH3:15])=[CH:6][CH:7]=1. (2) Given the reactants [C:1]1(=[O:6])[CH2:5][CH2:4][CH2:3][CH2:2]1.[Cl-].[Ce+3].[Cl-].[Cl-].Br[C:12]([F:19])([F:18])[C:13]([O:15][CH2:16][CH3:17])=[O:14], predict the reaction product. The product is: [F:18][C:12]([F:19])([C:1]1([OH:6])[CH2:5][CH2:4][CH2:3][CH2:2]1)[C:13]([O:15][CH2:16][CH3:17])=[O:14]. (3) Given the reactants [CH:1]([O:4][C:5]1[CH:10]=[CH:9][C:8]([C:11]([N:13]2[CH2:18][CH2:17][C:16]3([CH2:23][NH:22][CH2:21][CH:20]([C:24]4[CH:29]=[CH:28][CH:27]=[CH:26][CH:25]=4)[O:19]3)[CH2:15][CH2:14]2)=[O:12])=[CH:7][C:6]=1[CH3:30])([CH3:3])[CH3:2].IC.[CH2:33](N(CC)CC)C.C(Cl)[Cl:41], predict the reaction product. The product is: [ClH:41].[CH:1]([O:4][C:5]1[CH:10]=[CH:9][C:8]([C:11]([N:13]2[CH2:14][CH2:15][C:16]3([CH2:23][N:22]([CH3:33])[CH2:21][CH:20]([C:24]4[CH:29]=[CH:28][CH:27]=[CH:26][CH:25]=4)[O:19]3)[CH2:17][CH2:18]2)=[O:12])=[CH:7][C:6]=1[CH3:30])([CH3:3])[CH3:2]. (4) The product is: [NH2:38][CH:10]1[CH2:9][N:8]([CH2:7][C:6]2[CH:18]=[CH:19][C:3]([O:2][CH3:1])=[CH:4][CH:5]=2)[C:13](=[O:14])[CH2:12][CH2:11]1. Given the reactants [CH3:1][O:2][C:3]1[CH:19]=[CH:18][C:6]([CH2:7][N:8]2[C:13](=[O:14])[CH2:12][CH2:11][CH:10](C(N)=O)[CH2:9]2)=[CH:5][CH:4]=1.C(OI(OC(=O)C)C1C=CC=CC=1)(=O)C.Cl.C(#[N:38])C, predict the reaction product. (5) Given the reactants [F:1][C:2]([F:18])([F:17])/[CH:3]=[CH:4]/[C:5]1[CH:14]=[CH:13][C:8]([C:9]([O:11]C)=[O:10])=[C:7]([O:15][CH3:16])[CH:6]=1.[OH-].[Na+], predict the reaction product. The product is: [F:1][C:2]([F:17])([F:18])/[CH:3]=[CH:4]/[C:5]1[CH:14]=[CH:13][C:8]([C:9]([OH:11])=[O:10])=[C:7]([O:15][CH3:16])[CH:6]=1. (6) Given the reactants C(OC(=O)[N:7]([CH2:20][C:21]1[CH:26]=[CH:25][CH:24]=[C:23]([F:27])[CH:22]=1)[C:8]1[N:13]=[C:12]([N:14]2[CH2:19][CH2:18][NH:17][CH2:16][CH2:15]2)[CH:11]=[N:10][CH:9]=1)(C)(C)C.FC(F)(F)C(O)=O.[OH-].[Na+], predict the reaction product. The product is: [F:27][C:23]1[CH:22]=[C:21]([CH:26]=[CH:25][CH:24]=1)[CH2:20][NH:7][C:8]1[N:13]=[C:12]([N:14]2[CH2:15][CH2:16][NH:17][CH2:18][CH2:19]2)[CH:11]=[N:10][CH:9]=1.